From a dataset of Catalyst prediction with 721,799 reactions and 888 catalyst types from USPTO. Predict which catalyst facilitates the given reaction. (1) Reactant: [OH:1][C:2]1[CH:24]=[CH:23][C:5]([O:6][CH:7]2[CH2:10][N:9]([C:11]3[CH:16]=[CH:15][C:14]([C@@H:17]([NH:19][C:20](=[O:22])[CH3:21])[CH3:18])=[CH:13][CH:12]=3)[CH2:8]2)=[CH:4][CH:3]=1.C(=O)([O-])[O-].[K+].[K+].Br[CH:32]([CH3:34])[CH3:33]. Product: [CH:32]([O:1][C:2]1[CH:3]=[CH:4][C:5]([O:6][CH:7]2[CH2:8][N:9]([C:11]3[CH:16]=[CH:15][C:14]([C@@H:17]([NH:19][C:20](=[O:22])[CH3:21])[CH3:18])=[CH:13][CH:12]=3)[CH2:10]2)=[CH:23][CH:24]=1)([CH3:34])[CH3:33]. The catalyst class is: 3. (2) Reactant: C(N(CC)CC)C.[Cl:8][C:9]1[CH:10]=[C:11]([CH2:16][C:17]([O:19][CH3:20])=[O:18])[CH:12]=[CH:13][C:14]=1[OH:15].[F:21][C:22]([F:35])([F:34])[S:23](O[S:23]([C:22]([F:35])([F:34])[F:21])(=[O:25])=[O:24])(=[O:25])=[O:24]. Product: [Cl:8][C:9]1[CH:10]=[C:11]([CH2:16][C:17]([O:19][CH3:20])=[O:18])[CH:12]=[CH:13][C:14]=1[O:15][S:23]([C:22]([F:35])([F:34])[F:21])(=[O:25])=[O:24]. The catalyst class is: 2. (3) Reactant: [CH3:1][C:2]1[C:10]([C:11]2[CH:12]=[CH:13][C:14]([NH2:17])=[N:15][CH:16]=2)=[CH:9][C:5]2[N:6]=[CH:7][S:8][C:4]=2[CH:3]=1.[F:18][C:19]1[CH:27]=[CH:26][CH:25]=[C:24]([F:28])[C:20]=1[C:21](Cl)=[O:22].CCN(C(C)C)C(C)C.C([O-])(O)=O.[Na+].C(Cl)Cl. Product: [F:18][C:19]1[CH:27]=[CH:26][CH:25]=[C:24]([F:28])[C:20]=1[C:21]([NH:17][C:14]1[CH:13]=[CH:12][C:11]([C:10]2[C:2]([CH3:1])=[CH:3][C:4]3[S:8][CH:7]=[N:6][C:5]=3[CH:9]=2)=[CH:16][N:15]=1)=[O:22]. The catalyst class is: 2. (4) Product: [Br:16][C:17]1[CH:22]=[CH:21][C:20]([C:23](=[O:25])[CH2:24][C:4]([C:5]2[CH:6]=[CH:7][C:8]([Br:11])=[CH:9][CH:10]=2)=[O:12])=[CH:19][CH:18]=1. Reactant: C(O[C:4](=[O:12])[C:5]1[CH:10]=[CH:9][C:8]([Br:11])=[CH:7][CH:6]=1)C.C[O-].[Na+].[Br:16][C:17]1[CH:22]=[CH:21][C:20]([C:23](=[O:25])[CH3:24])=[CH:19][CH:18]=1. The catalyst class is: 27.